Task: Predict the product of the given reaction.. Dataset: Forward reaction prediction with 1.9M reactions from USPTO patents (1976-2016) The product is: [NH2:1][C:2]1[C:7]([C:8]([O:10][CH2:11][CH3:12])=[O:9])=[C:6]([C:13]2[CH:14]=[C:15]3[C:20](=[CH:21][CH:22]=2)[O:19][CH2:18][CH2:17][CH2:16]3)[C:5]([C:23]([O:25][CH3:26])=[O:24])=[C:4]([CH3:27])[N:3]=1. Given the reactants [NH2:1][C:2]1[NH:3][C:4]([CH3:27])=[C:5]([C:23]([O:25][CH3:26])=[O:24])[CH:6]([C:13]2[CH:14]=[C:15]3[C:20](=[CH:21][CH:22]=2)[O:19][CH2:18][CH2:17][CH2:16]3)[C:7]=1[C:8]([O:10][CH2:11][CH3:12])=[O:9].C(C1C(=O)C(Cl)=C(Cl)C(=O)C=1C#N)#N, predict the reaction product.